This data is from Peptide-MHC class I binding affinity with 185,985 pairs from IEDB/IMGT. The task is: Regression. Given a peptide amino acid sequence and an MHC pseudo amino acid sequence, predict their binding affinity value. This is MHC class I binding data. (1) The peptide sequence is KQWSWFSLL. The MHC is HLA-B48:01 with pseudo-sequence HLA-B48:01. The binding affinity (normalized) is 0.834. (2) The peptide sequence is CSDDGFWSK. The MHC is HLA-A01:01 with pseudo-sequence HLA-A01:01. The binding affinity (normalized) is 0.441.